This data is from Reaction yield outcomes from USPTO patents with 853,638 reactions. The task is: Predict the reaction yield, written as a fraction of the theoretical maximum amount of product (1.0 means a 100% yield; for example, 0.34 means a 34% yield). (1) The catalyst is N1C=CC=CC=1. The product is [O:8]1[C:12]2[CH:13]=[CH:14][CH:15]=[CH:16][C:11]=2[N:10]=[C:9]1[S:17][CH2:18][CH2:19][N:20]1[CH2:21][CH2:22][N:23]([CH2:26][C:27]([NH:29][C:30]2[C:35]([CH:36]([CH3:37])[CH3:38])=[CH:6][C:5]([O:4][C:1](=[O:3])[CH3:2])=[CH:32][C:31]=2[CH:40]([CH3:42])[CH3:41])=[O:28])[CH2:24][CH2:25]1. The reactants are [C:1]([O:4][C:5](=O)[CH3:6])(=[O:3])[CH3:2].[O:8]1[C:12]2[CH:13]=[CH:14][CH:15]=[CH:16][C:11]=2[N:10]=[C:9]1[S:17][CH2:18][CH2:19][N:20]1[CH2:25][CH2:24][N:23]([CH2:26][C:27]([NH:29][C:30]2[C:35]([CH:36]([CH3:38])[CH3:37])=CC(O)=[CH:32][C:31]=2[CH:40]([CH3:42])[CH3:41])=[O:28])[CH2:22][CH2:21]1.C(=O)(O)[O-].[Na+]. The yield is 1.00. (2) The reactants are [O:1]=[C:2]1[C:7]([CH2:8][C:9]2[CH:14]=[CH:13][C:12]([C:15]3[C:16]([C:21]#[N:22])=[CH:17][CH:18]=[CH:19][CH:20]=3)=[CH:11][CH:10]=2)=[C:6]([CH2:23][CH2:24][CH3:25])[N:5]2[N:26]=[CH:27][N:28]=[C:4]2[N:3]1[CH:29]1[CH2:37][CH2:36][C:35]2[NH:34][N:33]=[CH:32][C:31]=2[CH2:30]1.[H-].[Na+].CN(C)C(=O)C.[CH3:46][C:47]1([CH3:50])[CH2:49][O:48]1. The product is [OH:48][C:47]([CH3:50])([CH3:49])[CH2:46][N:33]1[CH:32]=[C:31]2[C:35]([CH2:36][CH2:37][CH:29]([N:3]3[C:2](=[O:1])[C:7]([CH2:8][C:9]4[CH:10]=[CH:11][C:12]([C:15]5[C:16]([C:21]#[N:22])=[CH:17][CH:18]=[CH:19][CH:20]=5)=[CH:13][CH:14]=4)=[C:6]([CH2:23][CH2:24][CH3:25])[N:5]4[N:26]=[CH:27][N:28]=[C:4]34)[CH2:30]2)=[N:34]1. The catalyst is O.C(OCC)(=O)C. The yield is 0.110. (3) The reactants are [CH2:1]([OH:9])[CH2:2][CH2:3][CH2:4][CH2:5][CH2:6][CH2:7][CH3:8].[CH2:10]([C:12]1[CH:17]=[CH:16][CH:15]=[CH:14][CH:13]=1)[CH3:11].C(OOC(C)(C)C)(C)(C)C. No catalyst specified. The product is [C:12]1([CH:10]([CH3:11])[O:9][CH2:1][CH2:2][CH2:3][CH2:4][CH2:5][CH2:6][CH2:7][CH3:8])[CH:17]=[CH:16][CH:15]=[CH:14][CH:13]=1. The yield is 0.520. (4) The reactants are B(Br)(Br)Br.C[O:6][C:7]1[CH:12]=[CH:11][CH:10]=[CH:9][C:8]=1[C:13]1[CH:18]=[CH:17][CH:16]=[C:15]([B:19]([OH:21])[OH:20])[CH:14]=1.CO. The catalyst is C(Cl)Cl. The product is [OH:6][C:7]1[CH:12]=[CH:11][CH:10]=[CH:9][C:8]=1[C:13]1[CH:18]=[CH:17][CH:16]=[C:15]([B:19]([OH:21])[OH:20])[CH:14]=1. The yield is 0.428. (5) The reactants are [CH3:1][NH:2][CH:3]1[CH2:12][CH2:11][C:6]2([O:10][CH2:9][CH2:8][O:7]2)[CH2:5][CH2:4]1.[CH:13](=O)[C:14]1[CH:19]=[CH:18][CH:17]=[CH:16][CH:15]=1.CC(O)=O.[BH-](OC(C)=O)(OC(C)=O)OC(C)=O.[Na+]. The catalyst is C(Cl)Cl.O. The product is [CH2:13]([N:2]([CH3:1])[CH:3]1[CH2:12][CH2:11][C:6]2([O:7][CH2:8][CH2:9][O:10]2)[CH2:5][CH2:4]1)[C:14]1[CH:19]=[CH:18][CH:17]=[CH:16][CH:15]=1. The yield is 0.490. (6) The catalyst is C1(C)C=CC=CC=1.O.C1C=CC(P(C2C=CC=CC=2)[C-]2C=CC=C2)=CC=1.C1C=CC(P(C2C=CC=CC=2)[C-]2C=CC=C2)=CC=1.Cl[Pd]Cl.[Fe+2]. The reactants are Br[C:2]1[C:3](=[O:15])[C:4]([CH3:14])([CH3:13])[O:5][C:6]=1[C:7]1[CH:12]=[CH:11][N:10]=[CH:9][CH:8]=1.[CH3:16][C:17]1[C:18]([CH2:24][O:25][C:26]2[CH:31]=[CH:30][C:29](B3OC(C)(C)C(C)(C)O3)=[CH:28][CH:27]=2)=[N:19][CH:20]=[C:21]([CH3:23])[CH:22]=1.C([O-])([O-])=O.[Cs+].[Cs+]. The yield is 0.240. The product is [CH3:16][C:17]1[C:18]([CH2:24][O:25][C:26]2[CH:31]=[CH:30][C:29]([C:2]3[C:3](=[O:15])[C:4]([CH3:14])([CH3:13])[O:5][C:6]=3[C:7]3[CH:12]=[CH:11][N:10]=[CH:9][CH:8]=3)=[CH:28][CH:27]=2)=[N:19][CH:20]=[C:21]([CH3:23])[CH:22]=1.